From a dataset of Full USPTO retrosynthesis dataset with 1.9M reactions from patents (1976-2016). Predict the reactants needed to synthesize the given product. (1) Given the product [ClH:1].[CH2:2]([N:4]([CH2:20][CH3:21])[CH2:5][CH2:6][C:7]1[C:8]([CH3:19])=[C:9]2[C:13](=[C:14]([CH3:16])[CH:15]=1)[NH:12][C:11]1[C:10]2=[N:22][N:23]2[C:24]([CH2:29][C:30]3[CH:35]=[CH:34][C:33]([OH:36])=[CH:32][CH:31]=3)=[N:25][N:26]=[C:27]2[N:28]=1)[CH3:3], predict the reactants needed to synthesize it. The reactants are: [ClH:1].[CH2:2]([N:4]([CH2:20][CH3:21])[CH2:5][CH2:6][C:7]1[C:8]([CH3:19])=[C:9]2[C:13](=[C:14]([CH3:16])[CH:15]=1)[NH:12][C:11](=O)[C:10]2=O)[CH3:3].[NH2:22][N:23]1[C:27]([NH2:28])=[N:26][N:25]=[C:24]1[CH2:29][C:30]1[CH:35]=[CH:34][C:33]([OH:36])=[CH:32][CH:31]=1. (2) Given the product [CH2:1]([O:8][CH2:9][O:10][C:11]1[C:19]2[C:14](=[CH:15][N:16]=[CH:17][CH:18]=2)[O:13][C:12]=1[CH:31]([CH:28]1[CH2:29][CH2:30][O:25][CH2:26][CH2:27]1)[OH:32])[C:2]1[CH:7]=[CH:6][CH:5]=[CH:4][CH:3]=1, predict the reactants needed to synthesize it. The reactants are: [CH2:1]([O:8][CH2:9][O:10][C:11]1[C:19]2[C:14](=[CH:15][N:16]=[CH:17][CH:18]=2)[O:13][CH:12]=1)[C:2]1[CH:7]=[CH:6][CH:5]=[CH:4][CH:3]=1.[Li]CCCC.[O:25]1[CH2:30][CH2:29][CH:28]([CH:31]=[O:32])[CH2:27][CH2:26]1.[NH4+].[Cl-]. (3) The reactants are: [N+:1]([CH2:4][C:5]([O:7][CH2:8][CH3:9])=[O:6])([O-:3])=O.[C:10]1([O:16][CH2:17][C:18]#[CH:19])[CH:15]=[CH:14][CH:13]=[CH:12][CH:11]=1.N12CCN(CC1)CC2.Cl. Given the product [O:16]([CH2:17][C:18]1[O:3][N:1]=[C:4]([C:5]([O:7][CH2:8][CH3:9])=[O:6])[CH:19]=1)[C:10]1[CH:15]=[CH:14][CH:13]=[CH:12][CH:11]=1, predict the reactants needed to synthesize it. (4) Given the product [C:49]([C:48]1[CH:47]=[CH:46][C:45]([CH2:44][CH:41]2[CH2:42][CH2:43][N:38]([C:13](=[O:15])[C:12]([NH:11][C:9]3[CH:8]=[CH:7][C:5]4[NH:6][C:2](=[O:1])[O:3][C:4]=4[CH:10]=3)=[O:16])[CH2:39][CH2:40]2)=[CH:52][CH:51]=1)#[N:50], predict the reactants needed to synthesize it. The reactants are: [O:1]=[C:2]1[NH:6][C:5]2[CH:7]=[CH:8][C:9]([NH:11][C:12](=[O:16])[C:13]([OH:15])=O)=[CH:10][C:4]=2[O:3]1.CN1CCOCC1.CN(C)C=O.C(OC(Cl)=O)C(C)C.Cl.[NH:38]1[CH2:43][CH2:42][CH:41]([CH2:44][C:45]2[CH:52]=[CH:51][C:48]([C:49]#[N:50])=[CH:47][CH:46]=2)[CH2:40][CH2:39]1. (5) Given the product [CH3:15][O:14][C:3]1[CH:4]=[C:5]([N:8]2[CH:12]=[CH:11][C:10]([NH2:13])=[N:9]2)[CH:6]=[CH:7][C:2]=1[B:16]1[O:20][C:19]([CH3:22])([CH3:21])[C:18]([CH3:24])([CH3:23])[O:17]1, predict the reactants needed to synthesize it. The reactants are: Br[C:2]1[CH:7]=[CH:6][C:5]([N:8]2[CH:12]=[CH:11][C:10]([NH2:13])=[N:9]2)=[CH:4][C:3]=1[O:14][CH3:15].[B:16]1([B:16]2[O:20][C:19]([CH3:22])([CH3:21])[C:18]([CH3:24])([CH3:23])[O:17]2)[O:20][C:19]([CH3:22])([CH3:21])[C:18]([CH3:24])([CH3:23])[O:17]1.C([O-])(=O)C.[K+]. (6) Given the product [CH3:10][NH:11][C:2]1[CH:9]=[CH:8][CH:7]=[CH:6][C:3]=1[C:4]#[N:5], predict the reactants needed to synthesize it. The reactants are: F[C:2]1[CH:9]=[CH:8][CH:7]=[CH:6][C:3]=1[C:4]#[N:5].[CH3:10][NH2:11]. (7) Given the product [Cl:35][C:33]1[CH:34]=[C:29]([CH:30]=[C:31]([Cl:36])[CH:32]=1)[CH2:28][O:27][C:25]([N:22]1[CH2:23][CH2:24][N:19]2[N:18]=[C:17]([C:15]([N:14]3[CH:8]4[CH2:9][CH2:10][CH2:11][CH:12]3[CH2:13][CH:6]([C:4]([OH:5])=[O:3])[CH2:7]4)=[O:16])[CH:37]=[C:20]2[CH2:21]1)=[O:26], predict the reactants needed to synthesize it. The reactants are: C([O:3][C:4]([CH:6]1[CH2:13][CH:12]2[N:14]([C:15]([C:17]3[CH:37]=[C:20]4[CH2:21][N:22]([C:25]([O:27][CH2:28][C:29]5[CH:34]=[C:33]([Cl:35])[CH:32]=[C:31]([Cl:36])[CH:30]=5)=[O:26])[CH2:23][CH2:24][N:19]4[N:18]=3)=[O:16])[CH:8]([CH2:9][CH2:10][CH2:11]2)[CH2:7]1)=[O:5])C.O.[OH-].[Li+].Cl. (8) Given the product [CH:30]([NH:1][C@@H:2]1[CH2:7][C@H:6]([N:8]([CH:10]([CH3:12])[CH3:11])[CH3:9])[CH2:5][CH2:4][C@@H:3]1[N:13]1[CH2:17][CH2:16][C@H:15]([NH:18][C:19](=[O:28])[O:20][CH2:21][C:22]2[CH:23]=[CH:24][CH:25]=[CH:26][CH:27]=2)[C:14]1=[O:29])=[O:37], predict the reactants needed to synthesize it. The reactants are: [NH2:1][C@@H:2]1[CH2:7][C@H:6]([N:8]([CH:10]([CH3:12])[CH3:11])[CH3:9])[CH2:5][CH2:4][C@@H:3]1[N:13]1[CH2:17][CH2:16][C@H:15]([NH:18][C:19](=[O:28])[O:20][CH2:21][C:22]2[CH:27]=[CH:26][CH:25]=[CH:24][CH:23]=2)[C:14]1=[O:29].[CH2:30](N(CC)CC)C.[OH2:37].